From a dataset of Full USPTO retrosynthesis dataset with 1.9M reactions from patents (1976-2016). Predict the reactants needed to synthesize the given product. (1) Given the product [Cl:1][C:2]1[CH:7]=[C:6]([Cl:8])[CH:5]=[CH:4][C:3]=1[C:9]1[N:10]=[C:11]([CH2:28][CH3:29])[C:12]([NH:17][CH:18]2[C:26]3[C:21](=[CH:22][C:23]([O:49][CH3:45])=[CH:24][CH:25]=3)[CH2:20][CH2:19]2)=[N:13][C:14]=1[CH2:15][CH3:16], predict the reactants needed to synthesize it. The reactants are: [Cl:1][C:2]1[CH:7]=[C:6]([Cl:8])[CH:5]=[CH:4][C:3]=1[C:9]1[N:10]=[C:11]([CH2:28][CH3:29])[C:12]([NH:17][C@@H:18]2[C:26]3[C:21](=[CH:22][CH:23]=[CH:24][CH:25]=3)[CH2:20][C@@H:19]2O)=[N:13][C:14]=1[CH2:15][CH3:16].BrC1N=C(CC)C(NC2C3C(=C[C:45]([O:49]C)=CC=3)CC2)=NC=1CC. (2) Given the product [Cl:1][C:2]1[C:7]([C:8]([NH:10][C:11]2[CH:16]=[CH:15][C:14]([F:30])=[CH:13][CH:12]=2)=[O:9])=[CH:6][CH:5]=[CH:4][N:3]=1, predict the reactants needed to synthesize it. The reactants are: [Cl:1][C:2]1[C:7]([C:8]([NH:10][C:11]2[CH:16]=[CH:15][C:14](OCC)=[CH:13][CH:12]=2)=[O:9])=[CH:6][CH:5]=[CH:4][N:3]=1.CCOC1C=CC(N)=CC=1.[F:30]C1C=CC(N)=CC=1.